Task: Predict the reaction yield, written as a fraction of the theoretical maximum amount of product (1.0 means a 100% yield; for example, 0.34 means a 34% yield).. Dataset: Reaction yield outcomes from USPTO patents with 853,638 reactions (1) The catalyst is CO. The product is [ClH:54].[ClH:54].[OH:25][C@H:3]1[C@@H:2]([NH:1][CH2:37][C:35]2[CH:34]=[CH:33][C:30]3[O:31][CH2:32][C:27](=[O:26])[NH:28][C:29]=3[N:36]=2)[CH2:11][C:10]2[N:9]=[CH:8][C:7]([N:12]3[C:17](=[O:18])[CH:16]=[N:15][C:14]4[CH:19]=[CH:20][C:21]([O:23][CH3:24])=[N:22][C:13]3=4)=[CH:6][C:5]=2[CH2:4]1. The yield is 0.480. The reactants are [NH2:1][C@H:2]1[CH2:11][C:10]2[N:9]=[CH:8][C:7]([N:12]3[C:17](=[O:18])[CH:16]=[N:15][C:14]4[CH:19]=[CH:20][C:21]([O:23][CH3:24])=[N:22][C:13]3=4)=[CH:6][C:5]=2[CH2:4][C@H:3]1[OH:25].[O:26]=[C:27]1[CH2:32][O:31][C:30]2[CH:33]=[CH:34][C:35]([CH:37]=O)=[N:36][C:29]=2[NH:28]1.C(O[BH-](OC(=O)C)OC(=O)C)(=O)C.[Na+].C(Cl)[Cl:54]. (2) The reactants are [Cl:1][C:2]1[CH:10]=[CH:9][C:5]([C:6](Cl)=O)=[CH:4][N:3]=1.[Cl:11][C:12]1[CH:17]=[CH:16][CH:15]=[C:14]([NH2:18])[C:13]=1[NH:19][CH2:20][CH:21]([CH3:23])[CH3:22]. The catalyst is C(Cl)Cl. The product is [Cl:11][C:12]1[C:13]2[N:19]([CH2:20][CH:21]([CH3:23])[CH3:22])[C:6]([C:5]3[CH:4]=[N:3][C:2]([Cl:1])=[CH:10][CH:9]=3)=[N:18][C:14]=2[CH:15]=[CH:16][CH:17]=1. The yield is 0.570.